This data is from Forward reaction prediction with 1.9M reactions from USPTO patents (1976-2016). The task is: Predict the product of the given reaction. (1) Given the reactants F[C:2]1[C:7]([F:8])=[C:6]([F:9])[N:5]=[CH:4][N:3]=1.[CH3:10][CH:11]1[CH2:16][CH:15]([CH3:17])[CH2:14][NH:13][CH2:12]1, predict the reaction product. The product is: [F:9][C:6]1[C:7]([F:8])=[C:2]([N:13]2[CH2:14][CH:15]([CH3:17])[CH2:16][CH:11]([CH3:10])[CH2:12]2)[N:3]=[CH:4][N:5]=1. (2) The product is: [CH3:17][O:18][C:19]1[CH:24]=[CH:23][C:22]([C:12]2[CH:13]=[C:14]3[C:9](=[N:10][CH:11]=2)[NH:8][C:7](=[O:15])[C:6]2[CH:16]=[CH:2][CH:3]=[CH:4][C:5]3=2)=[CH:21][CH:20]=1. Given the reactants Cl[C:2]1[CH:3]=[CH:4][C:5]2[C:14]3[C:9](=[N:10][CH:11]=[CH:12][CH:13]=3)[NH:8][C:7](=[O:15])[C:6]=2[CH:16]=1.[CH3:17][O:18][C:19]1[CH:24]=[CH:23][C:22](B(O)O)=[CH:21][CH:20]=1.C1(P(C2CCCCC2)C2C=CC=CC=2C2C(OC)=CC=CC=2OC)CCCCC1.CC(C)([O-])C.[Na+], predict the reaction product. (3) Given the reactants [CH3:1][C:2]1([CH3:17])[C:6](=[O:7])[CH:5]=[C:4]([C:8]2[CH:13]=[CH:12][C:11]([N+:14]([O-:16])=[O:15])=[CH:10][CH:9]=2)[O:3]1.C1C(=O)N([Br:25])C(=O)C1, predict the reaction product. The product is: [Br:25][C:5]1[C:6](=[O:7])[C:2]([CH3:17])([CH3:1])[O:3][C:4]=1[C:8]1[CH:9]=[CH:10][C:11]([N+:14]([O-:16])=[O:15])=[CH:12][CH:13]=1.